Dataset: Reaction yield outcomes from USPTO patents with 853,638 reactions. Task: Predict the reaction yield, written as a fraction of the theoretical maximum amount of product (1.0 means a 100% yield; for example, 0.34 means a 34% yield). (1) The reactants are C(N(CC)CC)C.Br[CH2:9][CH2:10][NH:11][C:12](=[O:18])[O:13][C:14]([CH3:17])([CH3:16])[CH3:15].[CH:19]12[O:27][CH:23]([CH2:24][NH:25][CH2:26]1)[CH2:22][N:21]([CH2:28][CH2:29][CH2:30][CH2:31][C:32]1[CH:39]=[CH:38][C:35]([C:36]#[N:37])=[CH:34][CH:33]=1)[CH2:20]2. The catalyst is CN(C=O)C. The product is [C:36]([C:35]1[CH:34]=[CH:33][C:32]([CH2:31][CH2:30][CH2:29][CH2:28][N:21]2[CH2:22][CH:23]3[O:27][CH:19]([CH2:26][N:25]([CH2:9][CH2:10][NH:11][C:12](=[O:18])[O:13][C:14]([CH3:17])([CH3:16])[CH3:15])[CH2:24]3)[CH2:20]2)=[CH:39][CH:38]=1)#[N:37]. The yield is 0.610. (2) The reactants are [C:1]([O:5][C:6]([N:8]1[CH2:13][CH2:12][O:11][CH2:10][CH:9]1[C:14]([OH:16])=O)=[O:7])([CH3:4])([CH3:3])[CH3:2].C(N1C=CN=C1)(N1C=CN=C1)=O.C(N(CC)C(C)C)(C)C.[Br:38][C:39]1[C:40]([NH2:46])=[N:41][CH:42]=[C:43]([Br:45])[N:44]=1. The catalyst is CN(C)C=O.ClCCl. The product is [Br:38][C:39]1[C:40]([NH:46][C:14]([CH:9]2[CH2:10][O:11][CH2:12][CH2:13][N:8]2[C:6]([O:5][C:1]([CH3:2])([CH3:3])[CH3:4])=[O:7])=[O:16])=[N:41][CH:42]=[C:43]([Br:45])[N:44]=1. The yield is 0.710. (3) The reactants are F[C:2]1[N:7]=[C:6]([C:8]2[C:9](=[O:31])[O:10][C:11]3[C:16]([CH:17]=2)=[CH:15][CH:14]=[C:13]([N:18]2[CH2:23][CH2:22][N:21]([C:24]([O:26][C:27]([CH3:30])([CH3:29])[CH3:28])=[O:25])[CH2:20][CH2:19]2)[CH:12]=3)[CH:5]=[CH:4][CH:3]=1.[H-].[Na+]. The catalyst is C(O)(C)C.O. The product is [CH:11]([O:10][C:2]1[N:7]=[C:6]([C:8]2[C:9](=[O:31])[O:10][C:11]3[C:16]([CH:17]=2)=[CH:15][CH:14]=[C:13]([N:18]2[CH2:23][CH2:22][N:21]([C:24]([O:26][C:27]([CH3:30])([CH3:29])[CH3:28])=[O:25])[CH2:20][CH2:19]2)[CH:12]=3)[CH:5]=[CH:4][CH:3]=1)([CH3:16])[CH3:12]. The yield is 0.510. (4) The reactants are Cl[C:2]1[C:7]([CH:8]([O:13][C:14]([CH3:17])([CH3:16])[CH3:15])[C:9]([O:11][CH3:12])=[O:10])=[C:6]([CH3:18])[N:5]=[C:4]2[S:19][C:20]3[CH2:25][CH2:24][CH2:23][CH2:22][C:21]=3[C:3]=12.C(=O)([O-])[O-].[K+].[K+].CC1(C)C(C)(C)OB([C:40]2[CH:48]=[CH:47][C:43]3[N:44]=[CH:45][S:46][C:42]=3[CH:41]=2)O1.C(OCC)(=O)C. The catalyst is COCCOC.O.[Pd].C1(P(C2C=CC=CC=2)C2C=CC=CC=2)C=CC=CC=1.C1(P(C2C=CC=CC=2)C2C=CC=CC=2)C=CC=CC=1.C1(P(C2C=CC=CC=2)C2C=CC=CC=2)C=CC=CC=1.C1(P(C2C=CC=CC=2)C2C=CC=CC=2)C=CC=CC=1. The product is [CH3:18][C:6]1[N:5]=[C:4]2[S:19][C:20]3[CH2:25][CH2:24][CH2:23][CH2:22][C:21]=3[C:3]2=[C:2]([C:40]2[CH:48]=[CH:47][C:43]3[N:44]=[CH:45][S:46][C:42]=3[CH:41]=2)[C:7]=1[CH:8]([O:13][C:14]([CH3:17])([CH3:16])[CH3:15])[C:9]([O:11][CH3:12])=[O:10]. The yield is 0.180. (5) The reactants are [Cl:1][C:2]1[C:7]2[C:8](=[O:18])[N:9]([C:11]([O:13][C:14]([CH3:17])([CH3:16])[CH3:15])=[O:12])[CH2:10][C:6]=2[C:5]([F:19])=[C:4](Cl)[N:3]=1.[NH2:21][C@@H:22]1[CH2:27][CH2:26][CH2:25][CH2:24][C@@H:23]1[NH:28][C:29](=[O:35])[O:30][C:31]([CH3:34])([CH3:33])[CH3:32].[CH3:36]CN(C(C)C)C(C)C. The catalyst is CC(O)C.CS(C)=O. The product is [C:31]([O:30][C:29]([NH:28][C@H:23]1[CH2:24][CH2:25][CH2:26][CH2:27][C@H:22]1[NH:21][C:4]1[N:3]=[C:2]([Cl:1])[C:7]2[C:8](=[O:18])[N:9]([C:11]([O:13][C:14]([CH3:17])([CH3:16])[CH3:15])=[O:12])[CH:10]([CH3:36])[C:6]=2[C:5]=1[F:19])=[O:35])([CH3:32])([CH3:34])[CH3:33]. The yield is 0.320. (6) The reactants are Br[C:2]1[N:3]=[C:4]([C:20]2[CH:25]=[CH:24][N:23]=[C:22]([NH:26][C:27](=[O:29])[CH3:28])[CH:21]=2)[S:5][C:6]=1[C:7]1[N:8]([CH2:12][O:13][CH2:14][CH2:15][Si:16]([CH3:19])([CH3:18])[CH3:17])[CH:9]=[CH:10][N:11]=1.[CH2:30](N(CC)CC)[CH3:31].C([Sn](CCCC)(CCCC)C=C)CCC. The catalyst is C1C=CC([P]([Pd]([P](C2C=CC=CC=2)(C2C=CC=CC=2)C2C=CC=CC=2)([P](C2C=CC=CC=2)(C2C=CC=CC=2)C2C=CC=CC=2)[P](C2C=CC=CC=2)(C2C=CC=CC=2)C2C=CC=CC=2)(C2C=CC=CC=2)C2C=CC=CC=2)=CC=1.C1COCC1. The product is [CH3:17][Si:16]([CH3:19])([CH3:18])[CH2:15][CH2:14][O:13][CH2:12][N:8]1[CH:9]=[CH:10][N:11]=[C:7]1[C:6]1[S:5][C:4]([C:20]2[CH:25]=[CH:24][N:23]=[C:22]([NH:26][C:27](=[O:29])[CH3:28])[CH:21]=2)=[N:3][C:2]=1[CH:30]=[CH2:31]. The yield is 0.720. (7) The reactants are I[C:2]1[CH:7]=[CH:6][C:5]([N+:8]([O-:10])=[O:9])=[CH:4][CH:3]=1.[CH3:11][C:12]1[C:13](=[O:18])[NH:14][CH:15]=[CH:16][CH:17]=1.[O-]P([O-])([O-])=O.[K+].[K+].[K+].N[C@@H]1CCCC[C@H]1N. The catalyst is CCOC(C)=O.[Cu]I.O1CCOCC1. The product is [CH3:11][C:12]1[C:13](=[O:18])[N:14]([C:2]2[CH:7]=[CH:6][C:5]([N+:8]([O-:10])=[O:9])=[CH:4][CH:3]=2)[CH:15]=[CH:16][CH:17]=1. The yield is 0.360. (8) The reactants are [C:1]([O:5][C:6]([N:8]1[CH2:17][CH2:16][C:15]2[C:10](=[CH:11][CH:12]=[C:13]([C:18](O)=[O:19])[CH:14]=2)[CH2:9]1)=[O:7])([CH3:4])([CH3:3])[CH3:2].[CH3:21][O:22][C:23]([C:25]1[C:33]2[N:32]=[C:31]([NH2:34])[NH:30][C:29]=2[CH:28]=[CH:27][CH:26]=1)=[O:24].CN(C(ON1N=NC2C=CC=CC1=2)=[N+](C)C)C.F[P-](F)(F)(F)(F)F.CCN(C(C)C)C(C)C. The catalyst is CN(C=O)C. The product is [C:1]([O:5][C:6]([N:8]1[CH2:17][CH2:16][C:15]2[C:10](=[CH:11][CH:12]=[C:13]([C:18](=[O:19])[NH:34][C:31]3[NH:30][C:29]4[CH:28]=[CH:27][CH:26]=[C:25]([C:23]([O:22][CH3:21])=[O:24])[C:33]=4[N:32]=3)[CH:14]=2)[CH2:9]1)=[O:7])([CH3:4])([CH3:2])[CH3:3]. The yield is 0.900. (9) The reactants are [NH2:1][C:2]([NH2:4])=[S:3].[C:5]([CH:8]([CH2:13][C:14]([O:16]C)=[O:15])[C:9](OC)=[O:10])(=O)[CH3:6].C[O-].[Na+]. The catalyst is CO. The product is [CH3:6][C:5]1[NH:4][C:2](=[S:3])[NH:1][C:9](=[O:10])[C:8]=1[CH2:13][C:14]([OH:16])=[O:15]. The yield is 0.730.